This data is from Full USPTO retrosynthesis dataset with 1.9M reactions from patents (1976-2016). The task is: Predict the reactants needed to synthesize the given product. (1) The reactants are: [C:1]1(B(O)O)[CH:6]=[CH:5][CH:4]=[CH:3][CH:2]=1.[OH:10][C:11]1[CH:12]=[C:13]2[C:18](=[CH:19][CH:20]=1)[CH:17]=[C:16]([C:21]([NH:23][C@H:24]([C:32]([O:34][CH3:35])=[O:33])[CH2:25][C:26]1[CH:31]=[CH:30][CH:29]=[CH:28][CH:27]=1)=[O:22])[CH:15]=[CH:14]2.C(N(CC)CC)C. Given the product [O:10]([C:11]1[CH:12]=[C:13]2[C:18](=[CH:19][CH:20]=1)[CH:17]=[C:16]([C:21]([NH:23][C@H:24]([C:32]([O:34][CH3:35])=[O:33])[CH2:25][C:26]1[CH:27]=[CH:28][CH:29]=[CH:30][CH:31]=1)=[O:22])[CH:15]=[CH:14]2)[C:1]1[CH:6]=[CH:5][CH:4]=[CH:3][CH:2]=1, predict the reactants needed to synthesize it. (2) Given the product [CH3:39][C:38]1[CH:40]=[CH:41][C:35]([S:32]([O:30][CH2:29][CH2:28][CH2:27][O:26][C:23]2[CH:24]=[CH:25][C:20]([CH2:19][N:8]([C:6]([O:5][C:1]([CH3:2])([CH3:4])[CH3:3])=[O:7])[C:9]([NH2:18])=[N:10][C:11]([O:13][C:14]([CH3:17])([CH3:16])[CH3:15])=[O:12])=[CH:21][C:22]=2[Br:31])(=[O:34])=[O:33])=[CH:36][CH:37]=1, predict the reactants needed to synthesize it. The reactants are: [C:1]([O:5][C:6]([N:8]([CH2:19][C:20]1[CH:25]=[CH:24][C:23]([O:26][CH2:27][CH2:28][CH2:29][OH:30])=[C:22]([Br:31])[CH:21]=1)[C:9]([NH2:18])=[N:10][C:11]([O:13][C:14]([CH3:17])([CH3:16])[CH3:15])=[O:12])=[O:7])([CH3:4])([CH3:3])[CH3:2].[S:32](Cl)([C:35]1[CH:41]=[CH:40][C:38]([CH3:39])=[CH:37][CH:36]=1)(=[O:34])=[O:33].CCN(CC)CC. (3) Given the product [CH2:1]([C:15]1[CH2:16][CH2:17][C:13](=[O:12])[CH:14]=1)[C:2]1[CH:7]=[CH:6][CH:5]=[CH:4][CH:3]=1, predict the reactants needed to synthesize it. The reactants are: [CH2:1]([Mg]Cl)[C:2]1[CH:7]=[CH:6][CH:5]=[CH:4][CH:3]=1.C([O:12][C:13]1[CH2:17][CH2:16][C:15](=O)[CH:14]=1)C.Cl. (4) Given the product [NH2:1][CH2:4][CH:5]([C:7]1[CH:8]=[N:9][C:10]([C:13]([F:16])([F:14])[F:15])=[CH:11][CH:12]=1)[OH:6], predict the reactants needed to synthesize it. The reactants are: [N+:1]([CH2:4][CH:5]([C:7]1[CH:8]=[N:9][C:10]([C:13]([F:16])([F:15])[F:14])=[CH:11][CH:12]=1)[OH:6])([O-])=O.C1COCC1.C([O-])=O.[NH4+]. (5) Given the product [NH:11]1[C:12]2=[N:13][CH:19]=[CH:2][CH:3]=[C:4]2[C:9]([CH:8]=[O:20])=[CH:10]1, predict the reactants needed to synthesize it. The reactants are: N1C2=NC=[CH:8][CH:9]=[C:4]2[CH:3]=[CH:2]1.[CH2:10]1[N:11]2[CH2:12][N:13]3[CH2:19][N:13]([CH2:10]2)[CH2:12][N:11]1[CH2:19]3.[OH2:20]. (6) The reactants are: [N:1]1([C:6]2C=CN=[C:8]([CH3:12])[CH:7]=2)[CH:5]=[CH:4][CH:3]=[CH:2]1.[Cl-].[Br:14][C:15]1[CH:16]=[C:17]([CH:24]=[CH:25][CH:26]=1)[CH:18]=[N+:19]1[CH2:23][CH2:22][CH2:21][CH2:20]1.BrC1C=C(C=CC=1)C=O.[NH:36]1CC[CH2:38][CH2:37]1. Given the product [Br:14][C:15]1[CH:16]=[C:17]([CH:18]([N:19]2[CH2:20][CH2:21][CH2:22][CH2:23]2)[C:5]2[N:1]([CH2:6][C:7]3[CH:8]=[CH:12][CH:38]=[CH:37][N:36]=3)[CH:2]=[CH:3][CH:4]=2)[CH:24]=[CH:25][CH:26]=1, predict the reactants needed to synthesize it. (7) Given the product [CH3:20][C:15]1[C:14]([C:8]2[CH:7]=[C:6]3[C:11]([C:2]([NH:32][C@@H:30]([C:25]4[CH:26]=[CH:27][CH:28]=[CH:29][N:24]=4)[CH3:31])=[C:3]([C:21]([NH2:23])=[O:22])[CH:4]=[N:5]3)=[CH:10][C:9]=2[O:12][CH3:13])=[C:18]([CH3:19])[O:17][N:16]=1, predict the reactants needed to synthesize it. The reactants are: Cl[C:2]1[C:11]2[C:6](=[CH:7][C:8]([C:14]3[C:15]([CH3:20])=[N:16][O:17][C:18]=3[CH3:19])=[C:9]([O:12][CH3:13])[CH:10]=2)[N:5]=[CH:4][C:3]=1[C:21]([NH2:23])=[O:22].[N:24]1[CH:29]=[CH:28][CH:27]=[CH:26][C:25]=1[C@H:30]([NH2:32])[CH3:31].CCN(C(C)C)C(C)C.